From a dataset of Forward reaction prediction with 1.9M reactions from USPTO patents (1976-2016). Predict the product of the given reaction. Given the reactants [Br:1][C:2]1[CH:11]=[C:10]2[C:5]([N:6]=[CH:7][CH:8]=[N:9]2)=[C:4]([O:12][Si](C(C)(C)C)(C)C)[CH:3]=1.C(=O)([O-])[O-].[Cs+].[Cs+].CS(O[C@H:31]1[CH2:36][CH2:35][C@H:34]([NH:37][C:38]2[N:43]=[CH:42][C:41](Br)=[CH:40][N:39]=2)[CH2:33][CH2:32]1)(=O)=O, predict the reaction product. The product is: [Br:1][C:2]1[CH:11]=[C:10]2[C:5]([N:6]=[CH:7][CH:8]=[N:9]2)=[C:4]([O:12][C@@H:31]2[CH2:36][CH2:35][C@H:34]([NH:37][C:38]3[N:39]=[CH:40][CH:41]=[CH:42][N:43]=3)[CH2:33][CH2:32]2)[CH:3]=1.